From a dataset of Full USPTO retrosynthesis dataset with 1.9M reactions from patents (1976-2016). Predict the reactants needed to synthesize the given product. (1) Given the product [NH2:35][CH2:34][CH2:33][N:12]1[CH2:11][CH2:26][O:29][CH2:14][CH2:13]1, predict the reactants needed to synthesize it. The reactants are: COC1C=CC2N=C(N[C:11](=O)[NH:12][CH2:13][C:14]3C=CC(C(O)=O)=CC=3)SC=2C=1.[C:26](=[O:29])([O-])N.NC1S[C:33]2C=C(OC)C=C[C:34]=2[N:35]=1.NCC1C=CC(C(O)=O)=CC=1. (2) Given the product [F:1][C:2]1[CH:22]=[CH:21][C:5]2[C:6]([CH3:20])=[C:7]([CH:9]([CH2:16][CH2:17][CH2:18][CH3:19])[CH2:10][CH2:11][OH:12])[S:8][C:4]=2[CH:3]=1, predict the reactants needed to synthesize it. The reactants are: [F:1][C:2]1[CH:22]=[CH:21][C:5]2[C:6]([CH3:20])=[C:7]([CH:9]([CH2:16][CH2:17][CH2:18][CH3:19])[CH2:10][C:11](OCC)=[O:12])[S:8][C:4]=2[CH:3]=1.[H-].C([Al+]CC(C)C)C(C)C.O. (3) Given the product [N+:1]([C:4]1[CH:5]=[C:6]2[C:11](=[CH:12][CH:13]=1)[C:10]([N:14]([C:15]([O:17][C:18]([CH3:21])([CH3:20])[CH3:19])=[O:16])[C:15]([O:17][C:18]([CH3:21])([CH3:20])[CH3:19])=[O:16])=[N:9][CH:8]=[CH:7]2)([O-:3])=[O:2], predict the reactants needed to synthesize it. The reactants are: [N+:1]([C:4]1[CH:5]=[C:6]2[C:11](=[CH:12][CH:13]=1)[C:10]([NH2:14])=[N:9][CH:8]=[CH:7]2)([O-:3])=[O:2].[C:15](O[C:15]([O:17][C:18]([CH3:21])([CH3:20])[CH3:19])=[O:16])([O:17][C:18]([CH3:21])([CH3:20])[CH3:19])=[O:16]. (4) Given the product [Cl:9][C:10]1[N:11]=[CH:12][C:13]2[C:18]([I:19])=[CH:17][N:16]([C:2]([CH3:8])([CH3:7])[C:3]([O:5][CH3:6])=[O:4])[C:14]=2[N:15]=1, predict the reactants needed to synthesize it. The reactants are: Br[C:2]([CH3:8])([CH3:7])[C:3]([O:5][CH3:6])=[O:4].[Cl:9][C:10]1[N:11]=[CH:12][C:13]2[C:18]([I:19])=[CH:17][NH:16][C:14]=2[N:15]=1.[I-].[K+].C(=O)([O-])[O-].[Cs+].[Cs+]. (5) Given the product [F:1][C:2]1[CH:7]=[CH:6][CH:5]=[CH:4][C:3]=1[C:8]1[CH:9]=[C:10]([OH:12])[N:26]([CH:24]([CH3:25])[CH3:23])[N:27]=1, predict the reactants needed to synthesize it. The reactants are: [F:1][C:2]1[CH:7]=[CH:6][CH:5]=[CH:4][C:3]=1[C:8](=O)[CH2:9][C:10]([O:12]C)=O.C(N(CC)CC)C.Cl.[CH3:23][CH:24]([NH:26][NH2:27])[CH3:25].